This data is from Reaction yield outcomes from USPTO patents with 853,638 reactions. The task is: Predict the reaction yield, written as a fraction of the theoretical maximum amount of product (1.0 means a 100% yield; for example, 0.34 means a 34% yield). (1) The reactants are [CH3:1][O:2][C:3]([C:5]1[S:6][CH:7]=[CH:8][C:9]=1[NH:10][CH:11]([C:15]1[CH:16]=[N:17][C:18]([O:21][CH3:22])=[CH:19][CH:20]=1)[C:12]([OH:14])=[O:13])=[O:4].C(=NC1CCCCC1)=NC1CCCCC1.N1(O)C2C=CC=CC=2N=N1.[N:48]12[CH2:55][CH2:54][CH:51]([CH2:52][CH2:53]1)[C@@H:50](O)[CH2:49]2. The catalyst is C1COCC1. The product is [CH3:22][O:21][C:18]1[N:17]=[CH:16][C:15]([C@@H:11]([NH:10][C:9]2[CH:8]=[CH:7][S:6][C:5]=2[C:3]([O:2][CH3:1])=[O:4])[C:12](=[O:14])[O:13][CH:50]2[CH:51]3[CH2:54][CH2:55][N:48]([CH2:53][CH2:52]3)[CH2:49]2)=[CH:20][CH:19]=1. The yield is 0.140. (2) The reactants are Cl[C:2]1[N:3]=[C:4]([N:24]2[CH2:29][CH2:28][O:27][CH2:26][CH2:25]2)[C:5]2[O:10][C:9]([CH2:11][N:12]3[CH2:17][CH2:16][N:15]([C:18]([CH3:23])([CH3:22])[C:19]([NH2:21])=[O:20])[CH2:14][CH2:13]3)=[CH:8][C:6]=2[N:7]=1.[CH3:30][C:31]1[NH:35][C:34]2[CH:36]=[CH:37][CH:38]=[CH:39][C:33]=2[N:32]=1.CC(C1C=C(C(C)C)C(C2C=CC=CC=2P(C2CCCCC2)C2CCCCC2)=C(C(C)C)C=1)C.C(=O)([O-])[O-].[Cs+].[Cs+]. The catalyst is O1CCOCC1.C1C=CC(/C=C/C(/C=C/C2C=CC=CC=2)=O)=CC=1.C1C=CC(/C=C/C(/C=C/C2C=CC=CC=2)=O)=CC=1.C1C=CC(/C=C/C(/C=C/C2C=CC=CC=2)=O)=CC=1.[Pd].[Pd]. The product is [CH3:22][C:18]([N:15]1[CH2:16][CH2:17][N:12]([CH2:11][C:9]2[O:10][C:5]3[C:4]([N:24]4[CH2:29][CH2:28][O:27][CH2:26][CH2:25]4)=[N:3][C:2]([N:32]4[C:33]5[CH:39]=[CH:38][CH:37]=[CH:36][C:34]=5[N:35]=[C:31]4[CH3:30])=[N:7][C:6]=3[CH:8]=2)[CH2:13][CH2:14]1)([CH3:23])[C:19]([NH2:21])=[O:20]. The yield is 0.670. (3) The reactants are [NH2:1][C:2]1[CH:3]=[CH:4][C:5]([O:18][CH3:19])=[C:6]([NH:8][C:9](=[O:17])[CH2:10][N:11]2[CH2:16][CH2:15][O:14][CH2:13][CH2:12]2)[CH:7]=1.[C:20]1([C:26]2[S:30][C:29]([C:31](O)=[O:32])=[CH:28][CH:27]=2)[CH:25]=[CH:24][CH:23]=[CH:22][CH:21]=1.F[P-](F)(F)(F)(F)F.N1(O[P+](N2CCCC2)(N2CCCC2)N2CCCC2)C2C=CC=CC=2N=N1.C(N(C(C)C)CC)(C)C. The catalyst is CN(C=O)C. The product is [CH3:19][O:18][C:5]1[CH:4]=[CH:3][C:2]([NH:1][C:31]([C:29]2[S:30][C:26]([C:20]3[CH:21]=[CH:22][CH:23]=[CH:24][CH:25]=3)=[CH:27][CH:28]=2)=[O:32])=[CH:7][C:6]=1[NH:8][C:9](=[O:17])[CH2:10][N:11]1[CH2:16][CH2:15][O:14][CH2:13][CH2:12]1. The yield is 0.490. (4) The reactants are Br[C:2]1[C:3]([F:15])=[C:4]([C:9]2[CH:14]=[CH:13][CH:12]=[CH:11][N:10]=2)[C:5]([F:8])=[CH:6][CH:7]=1.C([O-])(=O)C.[K+].[B:21]1([B:21]2[O:25][C:24]([CH3:27])([CH3:26])[C:23]([CH3:29])([CH3:28])[O:22]2)[O:25][C:24]([CH3:27])([CH3:26])[C:23]([CH3:29])([CH3:28])[O:22]1. The catalyst is O1CCOCC1. The product is [F:15][C:3]1[C:2]([B:21]2[O:25][C:24]([CH3:27])([CH3:26])[C:23]([CH3:29])([CH3:28])[O:22]2)=[CH:7][CH:6]=[C:5]([F:8])[C:4]=1[C:9]1[CH:14]=[CH:13][CH:12]=[CH:11][N:10]=1. The yield is 0.480. (5) The reactants are [C:1]1([C:7]2([C:12]3[CH:17]=[CH:16][C:15]([C:18]4[NH:22][C:21]5[CH:23]=[CH:24][C:25]([C:27]([NH2:29])=[O:28])=[CH:26][C:20]=5[N:19]=4)=[CH:14][CH:13]=3)[O:11][CH2:10][CH2:9][O:8]2)[CH:6]=[CH:5][CH:4]=[CH:3][CH:2]=1.[Cl:30]C1C=CC(C2(C3C=CC(C4NC5C=CC(C(O)=O)=CC=5N=4)=CC=3)OCCO2)=CC=1.C(N1C=CN=C1)(N1C=CN=C1)=O.C(=O)(O)[O-].[NH4+].[NH4+].[Cl-]. The catalyst is CN(C=O)C. The product is [Cl:30][C:4]1[CH:3]=[CH:2][C:1]([C:7]2([C:12]3[CH:17]=[CH:16][C:15]([C:18]4[NH:22][C:21]5[CH:23]=[CH:24][C:25]([C:27]([NH2:29])=[O:28])=[CH:26][C:20]=5[N:19]=4)=[CH:14][CH:13]=3)[O:8][CH2:9][CH2:10][O:11]2)=[CH:6][CH:5]=1. The yield is 0.760.